The task is: Binary Classification. Given a miRNA mature sequence and a target amino acid sequence, predict their likelihood of interaction.. This data is from Experimentally validated miRNA-target interactions with 360,000+ pairs, plus equal number of negative samples. (1) The miRNA is hsa-miR-423-3p with sequence AGCUCGGUCUGAGGCCCCUCAGU. The protein sequence of the target gene is MESVVRRCPFLSRVPQAFLQKAGKSLLFYAQNCPKMMEVGAKPAPRALSTAAVHYQQIKETPPASEKDKTAKAKVQQTPDGSQQSPDGTQLPSGHPLPATSQGTASKCPFLAAQMNQRGSSVFCKASLELQEDVQEMNAVRKEVAETSAGPSVVSVKTDGGDPSGLLKNFQDIMQKQRPERVSHLLQDNLPKSVSTFQYDRFFEKKIDEKKNDHTYRVFKTVNRRAHIFPMADDYSDSLITKKQVSVWCSNDYLGMSRHPRVCGAVMDTLKQHGAGAGGTRNISGTSKFHVDLERELADL.... Result: 1 (interaction). (2) The miRNA is mmu-miR-324-3p with sequence CCACUGCCCCAGGUGCUGCU. The protein sequence of the target gene is MPLGLLWLGLALLGALHAQAQDSTSDLIPAPPLSKVPLQQNFQDNQFQGKWYVVGLAGNAILREDKDPQKMYATIYELKEDKSYNVTSVLFRKKKCDYWIRTFVPGCQPGEFTLGNIKSYPGLTSYLVRVVSTNYNQHAMVFFKKVSQNREYFKITLYGRTKELTSELKENFIRFSKSLGLPENHIVFPVPIDQCIDG. Result: 0 (no interaction). (3) The miRNA is hsa-miR-4736 with sequence AGGCAGGUUAUCUGGGCUG. The protein sequence of the target gene is MEPPSCIQDEPFPHPLEPEPGVSAQPGPGKPSDKRFRLWYVGGSCLDHRTTLPMLPWLMAEIRRRSQKPEAGGCGAPAAREVILVLSAPFLRCVPAPGAGASGGTSPSATQPNPAVFIFEHKAQHISRFIHNSHDLTYFAYLIKAQPDDPESQMACHVFRATDPSQVPDVISSIRQLSKAAMKEDAKPSKDNEDAFYNSQKFEVLYCGKVTVTHKKAPSSLIDDCMEKFSLHEQQRLKIQGEQRGPDPGEDLADLEVVVPGSPGDCLPEEADGTDTHLGLPAGASQPALTSSRVCFPERI.... Result: 1 (interaction). (4) The miRNA is hsa-miR-661 with sequence UGCCUGGGUCUCUGGCCUGCGCGU. The protein sequence of the target gene is MNGTRNWCTLVDVHPEDQAAGSVDILRLTLQGELTGDELEHIAQKAGRKTYAMVSSHSAGHSLASELVESHDGHEEIIKVYLKGRSGDKMIHEKNINQLKSEVQYIQEARNCLQKLREDISSKLDRNLGDSLHRQEIQVVLEKPNGFSQSPTALYSSPPEVDTCINEDVESLRKTVQDLLAKLQEAKRQHQSDCVAFEVTLSRYQREAEQSNVALQREEDRVEQKEAEVGELQRRLLGMETEHQALLAKVREGEVALEELRSNNADCQAEREKAATLEKEVAGLREKIHHLDDMLKSQQR.... Result: 1 (interaction). (5) The miRNA is hsa-miR-548ap-3p with sequence AAAAACCACAAUUACUUUU. The protein sequence of the target gene is MGKIALQLKATLENITNLRPVGEDFRWYLKMKCGNCGEISDKWQYIRLMDSVALKGGRGSASMVQKCKLCARENSIEILSSTIKPYNAEDNENFKTIVEFECRGLEPVDFQPQAGFAAEGVESGTAFSDINLQEKDWTDYDEKAQESVGIYEVTHQFVKC. Result: 0 (no interaction). (6) The miRNA is hsa-miR-548w with sequence AAAAGUAACUGCGGUUUUUGCCU. The protein sequence of the target gene is MDRGTLPLAVALLLASCSLSPTSLAETVHCDLQPVGPERGEVTYTTSQVSKGCVAQAPNAILEVHVLFLEFPTGPSQLELTLQASKQNGTWPREVLLVLSVNSSVFLHLQALGIPLHLAYNSSLVTFQEPPGVNTTELPSFPKTQILEWAAERGPITSAAELNDPQSILLRLGQAQGSLSFCMLEASQDMGRTLEWRPRTPALVRGCHLEGVAGHKEAHILRVLPGHSAGPRTVTVKVELSCAPGDLDAVLILQGPPYVSWLIDANHNMQIWTTGEYSFKIFPEKNIRGFKLPDTPQGLL.... Result: 0 (no interaction). (7) The miRNA is hsa-miR-1233-3p with sequence UGAGCCCUGUCCUCCCGCAG. The protein sequence of the target gene is MQVSVTLLGLLFTVAACSIHVLSQPDAVNAPLTCCYSFTGKMIPMSRLENYKRITSSRCPKEAVVFVTKLKREICADPNKEWVQKYIRKLDQNQVRSETTVFYKIASTLRTSAPLNVNLTHKSEANASTLFSTTTSSTSVEVTSMTEN. Result: 0 (no interaction).